This data is from Full USPTO retrosynthesis dataset with 1.9M reactions from patents (1976-2016). The task is: Predict the reactants needed to synthesize the given product. (1) The reactants are: [ClH:1].N[NH:3][C:4]([NH:6][NH2:7])=[NH:5].[F:8][C:9]([F:14])([F:13])[C:10]([O-:12])=[O:11].[Na+:15].C(#[N:18])C. Given the product [F:8][C:9]([F:14])([F:13])[C:10]([O-:12])=[O:11].[NH2:18][N+:6]([NH2:7])=[C:4]([NH2:5])[NH2:3].[Cl-:1].[Na+:15], predict the reactants needed to synthesize it. (2) Given the product [CH3:1][O:2][C:3]1[CH:4]=[C:5]2[C:9](=[CH:10][C:11]=1[O:12][CH3:13])[N:8]([CH2:14][C:15]([OH:17])=[O:16])[CH:7]=[C:6]2[C:22]1[NH:30][C:25]2=[N:26][CH:27]=[CH:28][CH:29]=[C:24]2[CH:23]=1, predict the reactants needed to synthesize it. The reactants are: [CH3:1][O:2][C:3]1[CH:4]=[C:5]2[C:9](=[CH:10][C:11]=1[O:12][CH3:13])[N:8]([CH2:14][C:15]([O:17]C(C)(C)C)=[O:16])[CH:7]=[C:6]2[C:22]1[N:30](S(C2C=CC(C)=CC=2)(=O)=O)[C:25]2=[N:26][CH:27]=[CH:28][CH:29]=[C:24]2[CH:23]=1.[OH-].[K+].